From a dataset of Full USPTO retrosynthesis dataset with 1.9M reactions from patents (1976-2016). Predict the reactants needed to synthesize the given product. Given the product [Br:8][C:4]1[CH:3]=[C:2]([CH2:12][C:11](=[O:13])[C:10]([OH:9])([CH3:15])[CH3:14])[CH:7]=[CH:6][CH:5]=1, predict the reactants needed to synthesize it. The reactants are: Br[C:2]1[CH:7]=[CH:6][CH:5]=[C:4]([Br:8])[CH:3]=1.[OH:9][C:10]([CH3:15])([CH3:14])[C:11](=[O:13])[CH3:12].CC1(C)C2C(=C(P(C3C=CC=CC=3)C3C=CC=CC=3)C=CC=2)OC2C(P(C3C=CC=CC=3)C3C=CC=CC=3)=CC=CC1=2.C(O[Na])(C)(C)C.